Dataset: Catalyst prediction with 721,799 reactions and 888 catalyst types from USPTO. Task: Predict which catalyst facilitates the given reaction. (1) Reactant: [CH3:1][O:2][CH2:3][C:4]1[C:9]([C:10]2[CH:11]=[C:12]3[C:17](=[C:18]([O:20]COCC[Si](C)(C)C)[CH:19]=2)[N:16]=[CH:15][N:14](COCC[Si](C)(C)C)[C:13]3=[O:37])=[CH:8][CH:7]=[CH:6][N:5]=1.[F:38][C:39]([F:44])([F:43])[C:40]([OH:42])=[O:41]. The catalyst class is: 4. Product: [F:38][C:39]([F:44])([F:43])[C:40]([OH:42])=[O:41].[F:38][C:39]([F:44])([F:43])[C:40]([OH:42])=[O:41].[OH:20][C:18]1[CH:19]=[C:10]([C:9]2[C:4]([CH2:3][O:2][CH3:1])=[N:5][CH:6]=[CH:7][CH:8]=2)[CH:11]=[C:12]2[C:17]=1[N:16]=[CH:15][NH:14][C:13]2=[O:37]. (2) Reactant: [Br:1][C:2]1[CH:10]=[CH:9][C:5]([C:6]([NH2:8])=[NH:7])=[CH:4][CH:3]=1.C(=O)([O-])[O-].[K+].[K+].[C:17]([O:21][C:22]([N:24]1[CH2:28][CH2:27][CH2:26][CH:25]1[C:29](=O)[CH2:30]Cl)=[O:23])([CH3:20])([CH3:19])[CH3:18]. Product: [C:17]([O:21][C:22]([N:24]1[CH2:28][CH2:27][CH2:26][CH:25]1[C:29]1[NH:7][C:6]([C:5]2[CH:9]=[CH:10][C:2]([Br:1])=[CH:3][CH:4]=2)=[N:8][CH:30]=1)=[O:23])([CH3:20])([CH3:19])[CH3:18]. The catalyst class is: 90. (3) Reactant: [C:1]([C:4]1[N:5]=[C:6]([N:9]2[CH2:12][CH:11]([S:13][C:14]3[C@H:15]([CH3:45])[C@@H:16]4[C@@H:33]([C@H:34]([O:36][Si:37]([C:40]([CH3:43])([CH3:42])[CH3:41])([CH3:39])[CH3:38])[CH3:35])[C:32](=[O:44])[N:17]4[C:18]=3[C:19]([O:21][CH2:22][C:23]3[CH:28]=[CH:27][C:26]([N+:29]([O-:31])=[O:30])=[CH:25][CH:24]=3)=[O:20])[CH2:10]2)[S:7][CH:8]=1)([OH:3])=O.Cl.[N+:47]([C:50]1[CH:61]=[CH:60][C:53]([CH2:54][O:55][C:56](=[O:59])[CH2:57][NH2:58])=[CH:52][CH:51]=1)([O-:49])=[O:48].C(P(C#N)(CC)=O)C.C(N(CC)CC)C. Product: [N+:47]([C:50]1[CH:51]=[CH:52][C:53]([CH2:54][O:55][C:56]([CH2:57][NH:58][C:1]([C:4]2[N:5]=[C:6]([N:9]3[CH2:10][CH:11]([S:13][C:14]4[C@H:15]([CH3:45])[C@@H:16]5[C@@H:33]([C@H:34]([O:36][Si:37]([C:40]([CH3:41])([CH3:42])[CH3:43])([CH3:38])[CH3:39])[CH3:35])[C:32](=[O:44])[N:17]5[C:18]=4[C:19]([O:21][CH2:22][C:23]4[CH:24]=[CH:25][C:26]([N+:29]([O-:31])=[O:30])=[CH:27][CH:28]=4)=[O:20])[CH2:12]3)[S:7][CH:8]=2)=[O:3])=[O:59])=[CH:60][CH:61]=1)([O-:49])=[O:48]. The catalyst class is: 9.